Dataset: Rat liver microsome stability data. Task: Regression/Classification. Given a drug SMILES string, predict its absorption, distribution, metabolism, or excretion properties. Task type varies by dataset: regression for continuous measurements (e.g., permeability, clearance, half-life) or binary classification for categorical outcomes (e.g., BBB penetration, CYP inhibition). Dataset: rlm. (1) The drug is Cc1cc(C2C=CN=CN2)c(C)s1. The result is 0 (unstable in rat liver microsomes). (2) The molecule is Brc1ccc(-c2csc(N3CCNCC3)n2)cc1. The result is 1 (stable in rat liver microsomes). (3) The drug is Cc1ccnc(NC(=N)N2CCN(c3cccc(C(F)(F)F)c3)CC2)c1. The result is 1 (stable in rat liver microsomes). (4) The drug is O=C(c1ccc2c(c1)ncn2-c1ccc(C(F)(F)F)cc1)N1CCCCC1. The result is 1 (stable in rat liver microsomes). (5) The compound is CC(C)n1nc(C(=O)N[C@H]2C[C@H]3CC[C@@H](C2)N3C[C@@H](O)CN2CCN(S(C)(=O)=O)CC2)c2ccccc21. The result is 0 (unstable in rat liver microsomes). (6) The molecule is CNC(=O)c1cccc(-c2cnc(Nc3cccc(C(F)(F)F)c3)c3c2CCO3)c1. The result is 0 (unstable in rat liver microsomes). (7) The molecule is COc1ccc(-n2nc(C)c([C@@H]3C=C[C@@H](NCc4ccc(N(C)C)cc4)C3)c2C)cc1. The result is 1 (stable in rat liver microsomes). (8) The molecule is NC[C@H](O)c1ccc(O)c(O)c1. The result is 1 (stable in rat liver microsomes). (9) The drug is C[C@@H]1C[C@H](C(=O)N2CC[C@@]3(S(=O)(=O)c4ccc(F)cc4)c4ccc(C(F)(C(F)(F)F)C(F)(F)F)cc4CC[C@@H]23)CC[C@H]1C(=O)O. The result is 0 (unstable in rat liver microsomes). (10) The molecule is CC(C)NCc1ccc(-c2cc(-c3cccc(C(=O)N[C@H](C)C#N)c3)[nH]n2)cc1. The result is 0 (unstable in rat liver microsomes).